Dataset: Forward reaction prediction with 1.9M reactions from USPTO patents (1976-2016). Task: Predict the product of the given reaction. (1) Given the reactants [CH2:1]([O:8][C:9]1[C:10]([NH:17][C:18]2[S:19][CH:20]=[C:21]([CH3:23])[N:22]=2)=[N:11][CH:12]=[C:13]([CH:16]=1)[CH:14]=O)[C:2]1[CH:7]=[CH:6][CH:5]=[CH:4][CH:3]=1.[CH3:24][O:25][C:26](=[O:47])[CH:27]=P(C1C=CC=CC=1)(C1C=CC=CC=1)C1C=CC=CC=1, predict the reaction product. The product is: [CH2:1]([O:8][C:9]1[CH:16]=[C:13](/[CH:14]=[CH:27]/[C:26]([O:25][CH3:24])=[O:47])[CH:12]=[N:11][C:10]=1[NH:17][C:18]1[S:19][CH:20]=[C:21]([CH3:23])[N:22]=1)[C:2]1[CH:7]=[CH:6][CH:5]=[CH:4][CH:3]=1. (2) The product is: [Br:1][C:2]1[CH:3]=[C:4]([F:23])[C:5]([CH3:12])=[C:6]([CH2:8][C:9]([OH:11])=[O:10])[CH:7]=1. Given the reactants [Br:1][C:2]1[C:3](F)=[CH:4][C:5]([CH3:12])=[C:6]([CH2:8][C:9]([OH:11])=[O:10])[CH:7]=1.BrC1C=C([F:23])C(C)=C(N)C=1, predict the reaction product. (3) Given the reactants Cl[C:2]1[C:7]([N+:8]([O-:10])=[O:9])=[CH:6][CH:5]=[CH:4][N:3]=1.[CH:11]1([NH2:18])[CH2:16][CH2:15][CH:14]([NH2:17])[CH2:13][CH2:12]1.CN(C)C=O.C(=O)([O-])[O-].[Na+].[Na+], predict the reaction product. The product is: [N+:8]([C:7]1[C:2]([NH:17][CH:14]2[CH2:15][CH2:16][CH:11]([NH2:18])[CH2:12][CH2:13]2)=[N:3][CH:4]=[CH:5][CH:6]=1)([O-:10])=[O:9].